Dataset: Forward reaction prediction with 1.9M reactions from USPTO patents (1976-2016). Task: Predict the product of the given reaction. Given the reactants [O:1]=[C:2]([NH:9][C:10]1[CH:15]=[CH:14][C:13]([C:16]#[C:17][Si](C)(C)C)=[CH:12][N:11]=1)[CH2:3][CH2:4][C:5]([O:7][CH3:8])=[O:6].C(=O)([O-])[O-].[K+].[K+], predict the reaction product. The product is: [C:16]([C:13]1[CH:14]=[CH:15][C:10]([NH:9][C:2](=[O:1])[CH2:3][CH2:4][C:5]([O:7][CH3:8])=[O:6])=[N:11][CH:12]=1)#[CH:17].